This data is from Full USPTO retrosynthesis dataset with 1.9M reactions from patents (1976-2016). The task is: Predict the reactants needed to synthesize the given product. (1) Given the product [Br:48][CH2:21][C:10]1[N:11]=[C:12]([C:14]2[CH:19]=[CH:18][C:17]([F:20])=[CH:16][CH:15]=2)[O:13][C:9]=1[S:8][C:5]1[CH:4]=[CH:3][C:2]([Cl:1])=[CH:7][N:6]=1, predict the reactants needed to synthesize it. The reactants are: [Cl:1][C:2]1[CH:3]=[CH:4][C:5]([S:8][C:9]2[O:13][C:12]([C:14]3[CH:19]=[CH:18][C:17]([F:20])=[CH:16][CH:15]=3)=[N:11][C:10]=2[CH2:21]O)=[N:6][CH:7]=1.N1C=CN=C1.C1C=CC(P(C2C=CC=CC=2)C2C=CC=CC=2)=CC=1.C(Br)(Br)(Br)[Br:48]. (2) Given the product [CH2:3]([C@@H:4]1[NH:7][C:25](=[O:27])[CH2:24][N:23]([CH2:16][C:17]2[CH:18]=[CH:19][CH:20]=[CH:21][CH:22]=2)[C:5]1=[O:31])[CH3:2], predict the reactants needed to synthesize it. The reactants are: C1C[CH2:5][CH:4]([N:7]=C=[N:7][CH:4]2[CH2:5]CC[CH2:2][CH2:3]2)[CH2:3][CH2:2]1.[CH2:16]([NH:23][CH2:24][C:25]([O:27]CC)=O)[C:17]1[CH:22]=[CH:21][CH:20]=[CH:19][CH:18]=1.C(O)(C(F)(F)F)=[O:31].